Predict which catalyst facilitates the given reaction. From a dataset of Catalyst prediction with 721,799 reactions and 888 catalyst types from USPTO. (1) Reactant: [CH3:1][O:2][C:3]1[CH:8]=[CH:7][CH:6]=[CH:5][C:4]=1[C:9]1[C:17]2[C:12](=[N:13][CH:14]=[C:15]([C:18]3[CH:19]=[C:20]([CH:24]([C:26]4[C:31]([CH3:32])=[CH:30][CH:29]=[CH:28][N:27]=4)[OH:25])[CH:21]=[CH:22][CH:23]=3)[CH:16]=2)[N:11](COCC[Si](C)(C)C)[N:10]=1.FC(F)(F)C(O)=O.C(N)CN. Product: [CH3:1][O:2][C:3]1[CH:8]=[CH:7][CH:6]=[CH:5][C:4]=1[C:9]1[C:17]2[C:12](=[N:13][CH:14]=[C:15]([C:18]3[CH:19]=[C:20]([CH:24]([C:26]4[C:31]([CH3:32])=[CH:30][CH:29]=[CH:28][N:27]=4)[OH:25])[CH:21]=[CH:22][CH:23]=3)[CH:16]=2)[NH:11][N:10]=1. The catalyst class is: 4. (2) Reactant: [C:1]([C:5]1[N:6]=[C:7]2[CH:12]=[C:11]([NH:13][CH3:14])[CH:10]=[CH:9][N:8]2[C:15]=1[CH2:16][CH:17]1[CH2:22][CH2:21][CH2:20][CH2:19][CH2:18]1)([CH3:4])([CH3:3])[CH3:2].[CH3:23][N:24]([CH3:29])[S:25](Cl)(=[O:27])=[O:26]. Product: [C:1]([C:5]1[N:6]=[C:7]2[CH:12]=[C:11]([N:13]([CH3:14])[S:25]([N:24]([CH3:29])[CH3:23])(=[O:27])=[O:26])[CH:10]=[CH:9][N:8]2[C:15]=1[CH2:16][CH:17]1[CH2:18][CH2:19][CH2:20][CH2:21][CH2:22]1)([CH3:4])([CH3:2])[CH3:3]. The catalyst class is: 26. (3) Reactant: Br[CH2:2][C:3]1[CH:12]=[CH:11][C:6]([C:7]([O:9][CH3:10])=[O:8])=[CH:5][CH:4]=1.C([O-])([O-])=O.[K+].[K+].[CH3:19][N:20]([CH3:24])[CH2:21][CH2:22][NH2:23]. Product: [CH3:19][N:20]([CH3:24])[CH2:21][CH2:22][NH:23][CH2:2][C:3]1[CH:12]=[CH:11][C:6]([C:7]([O:9][CH3:10])=[O:8])=[CH:5][CH:4]=1. The catalyst class is: 3. (4) Reactant: C(OC([NH:11][CH2:12][CH2:13][O:14][C:15]1[CH:23]=[C:22]2[C:18]([C:19]([C:34]#[N:35])=[CH:20][N:21]2[C:24]2[CH:32]=[CH:31][C:27]([C:28]([OH:30])=[O:29])=[C:26]([OH:33])[CH:25]=2)=[CH:17][CH:16]=1)=O)C1C=CC=CC=1.C(OCC)(=O)C. Product: [NH2:11][CH2:12][CH2:13][O:14][C:15]1[CH:23]=[C:22]2[C:18]([C:19]([C:34]#[N:35])=[CH:20][N:21]2[C:24]2[CH:32]=[CH:31][C:27]([C:28]([OH:30])=[O:29])=[C:26]([OH:33])[CH:25]=2)=[CH:17][CH:16]=1. The catalyst class is: 352. (5) Product: [CH:26]([C:2]1[CH:7]=[CH:6][C:5]([S:8][C:9]([CH3:18])([CH3:17])[C:10]([O:12][C:13]([CH3:16])([CH3:15])[CH3:14])=[O:11])=[CH:4][CH:3]=1)=[O:27]. The catalyst class is: 134. Reactant: Br[C:2]1[CH:7]=[CH:6][C:5]([S:8][C:9]([CH3:18])([CH3:17])[C:10]([O:12][C:13]([CH3:16])([CH3:15])[CH3:14])=[O:11])=[CH:4][CH:3]=1.C([Li])CCC.CN(C)[CH:26]=[O:27]. (6) Reactant: C1C=C(Cl)C=C(C(OO)=[O:9])C=1.[N:12]1[CH:17]=[CH:16][CH:15]=[C:14]([C:18]2[CH:19]=[C:20]([C:28]3[CH:33]=[CH:32][CH:31]=[CH:30][CH:29]=3)[CH:21]=[CH:22][C:23]=2[C:24]([O:26][CH3:27])=[O:25])[CH:13]=1. Product: [O-:9][N+:12]1[CH:17]=[CH:16][CH:15]=[C:14]([C:18]2[CH:19]=[C:20]([C:28]3[CH:29]=[CH:30][CH:31]=[CH:32][CH:33]=3)[CH:21]=[CH:22][C:23]=2[C:24]([O:26][CH3:27])=[O:25])[CH:13]=1. The catalyst class is: 2. (7) Reactant: [NH2:1][C:2]1[CH:3]=[N:4][C:5]([CH3:8])=[CH:6][CH:7]=1.[CH2:9]([O:11][C:12](=[O:20])[C:13](=[CH:16]OCC)[C:14]#[N:15])[CH3:10]. Product: [CH2:9]([O:11][C:12](=[O:20])[C:13]([C:14]#[N:15])=[CH:16][NH:1][C:2]1[CH:3]=[N:4][C:5]([CH3:8])=[CH:6][CH:7]=1)[CH3:10]. The catalyst class is: 11.